This data is from Catalyst prediction with 721,799 reactions and 888 catalyst types from USPTO. The task is: Predict which catalyst facilitates the given reaction. (1) Reactant: Cl[C:2]([O:4][CH3:5])=[O:3].[Br:6][C:7]1[CH:12]=[CH:11][C:10]([C:13]2([OH:19])[CH2:18][CH2:17][NH:16][CH2:15][CH2:14]2)=[CH:9][CH:8]=1. Product: [CH3:5][O:4][C:2]([N:16]1[CH2:15][CH2:14][C:13]([C:10]2[CH:11]=[CH:12][C:7]([Br:6])=[CH:8][CH:9]=2)([OH:19])[CH2:18][CH2:17]1)=[O:3]. The catalyst class is: 2. (2) Reactant: [Cl:1][C:2]1[CH:7]=[C:6]([C:8]([O-:10])=O)[CH:5]=[C:4]([Cl:11])[C:3]=1[C:12]([O:14][CH3:15])=[O:13].[C:16]1([C@H:26]([NH2:28])[CH3:27])[C:25]2[C:20](=[CH:21][CH:22]=[CH:23][CH:24]=2)[CH:19]=[CH:18][CH:17]=1.CN(C(ON1N=NC2C=CC=CC1=2)=[N+](C)C)C.F[P-](F)(F)(F)(F)F.C1C=CC2N(O)N=NC=2C=1.C(N(C(C)C)CC)(C)C. Product: [Cl:11][C:4]1[CH:5]=[C:6]([C:8]([NH:28][C@@H:26]([C:16]2[C:25]3[C:20](=[CH:21][CH:22]=[CH:23][CH:24]=3)[CH:19]=[CH:18][CH:17]=2)[CH3:27])=[O:10])[CH:7]=[C:2]([Cl:1])[C:3]=1[C:12]([O:14][CH3:15])=[O:13]. The catalyst class is: 9. (3) Reactant: Cl.[NH2:2][CH2:3][C:4](=O)[CH2:5][CH2:6][C:7]([OH:9])=[O:8].[CH2:11]([O:13][C:14](=[O:28])[C:15]1[CH:20]=[CH:19][CH:18]=[CH:17][C:16]=1[S:21]([CH2:24][C:25](=O)[CH3:26])(=[O:23])=[O:22])[CH3:12].C([O-])(=O)C.[Na+]. Product: [CH2:11]([O:13][C:14](=[O:28])[C:15]1[CH:20]=[CH:19][CH:18]=[CH:17][C:16]=1[S:21]([C:24]1[C:4]([CH2:5][CH2:6][C:7]([OH:9])=[O:8])=[CH:3][NH:2][C:25]=1[CH3:26])(=[O:23])=[O:22])[CH3:12]. The catalyst class is: 97.